From a dataset of NCI-60 drug combinations with 297,098 pairs across 59 cell lines. Regression. Given two drug SMILES strings and cell line genomic features, predict the synergy score measuring deviation from expected non-interaction effect. (1) Cell line: UACC-257. Synergy scores: CSS=-3.14, Synergy_ZIP=1.33, Synergy_Bliss=-0.0523, Synergy_Loewe=-4.77, Synergy_HSA=-2.76. Drug 2: CC1CCCC2(C(O2)CC(NC(=O)CC(C(C(=O)C(C1O)C)(C)C)O)C(=CC3=CSC(=N3)C)C)C. Drug 1: CC1=CC2C(CCC3(C2CCC3(C(=O)C)OC(=O)C)C)C4(C1=CC(=O)CC4)C. (2) Drug 1: C1CC(=O)NC(=O)C1N2C(=O)C3=CC=CC=C3C2=O. Drug 2: C1CCC(C(C1)N)N.C(=O)(C(=O)[O-])[O-].[Pt+4]. Cell line: HS 578T. Synergy scores: CSS=6.38, Synergy_ZIP=-4.90, Synergy_Bliss=-4.56, Synergy_Loewe=-2.54, Synergy_HSA=-2.80. (3) Drug 1: C1CCC(C(C1)N)N.C(=O)(C(=O)[O-])[O-].[Pt+4]. Drug 2: C(CCl)NC(=O)N(CCCl)N=O. Cell line: A549. Synergy scores: CSS=22.6, Synergy_ZIP=-0.496, Synergy_Bliss=-0.925, Synergy_Loewe=-25.0, Synergy_HSA=-2.13. (4) Drug 1: C1CCN(CC1)CCOC2=CC=C(C=C2)C(=O)C3=C(SC4=C3C=CC(=C4)O)C5=CC=C(C=C5)O. Drug 2: C1=CC(=CC=C1CC(C(=O)O)N)N(CCCl)CCCl.Cl. Cell line: SR. Synergy scores: CSS=64.0, Synergy_ZIP=3.69, Synergy_Bliss=0.787, Synergy_Loewe=-6.98, Synergy_HSA=0.742. (5) Drug 1: C(CC(=O)O)C(=O)CN.Cl. Drug 2: CC1CCCC2(C(O2)CC(NC(=O)CC(C(C(=O)C(C1O)C)(C)C)O)C(=CC3=CSC(=N3)C)C)C. Cell line: UO-31. Synergy scores: CSS=5.61, Synergy_ZIP=-7.22, Synergy_Bliss=-4.05, Synergy_Loewe=-25.9, Synergy_HSA=-5.26. (6) Drug 1: CN(C)C1=NC(=NC(=N1)N(C)C)N(C)C. Drug 2: C1CC(C1)(C(=O)O)C(=O)O.[NH2-].[NH2-].[Pt+2]. Cell line: RPMI-8226. Synergy scores: CSS=38.4, Synergy_ZIP=3.28, Synergy_Bliss=-0.916, Synergy_Loewe=-34.0, Synergy_HSA=-8.10.